From a dataset of NCI-60 drug combinations with 297,098 pairs across 59 cell lines. Regression. Given two drug SMILES strings and cell line genomic features, predict the synergy score measuring deviation from expected non-interaction effect. (1) Drug 1: CCC(=C(C1=CC=CC=C1)C2=CC=C(C=C2)OCCN(C)C)C3=CC=CC=C3.C(C(=O)O)C(CC(=O)O)(C(=O)O)O. Drug 2: CC1CCCC2(C(O2)CC(NC(=O)CC(C(C(=O)C(C1O)C)(C)C)O)C(=CC3=CSC(=N3)C)C)C. Cell line: HS 578T. Synergy scores: CSS=61.7, Synergy_ZIP=6.46, Synergy_Bliss=5.34, Synergy_Loewe=-26.0, Synergy_HSA=5.62. (2) Drug 1: C1=NNC2=C1C(=O)NC=N2. Drug 2: C1CCC(C(C1)N)N.C(=O)(C(=O)[O-])[O-].[Pt+4]. Cell line: HS 578T. Synergy scores: CSS=7.35, Synergy_ZIP=-1.65, Synergy_Bliss=2.92, Synergy_Loewe=-8.53, Synergy_HSA=-1.74.